Task: Predict which catalyst facilitates the given reaction.. Dataset: Catalyst prediction with 721,799 reactions and 888 catalyst types from USPTO (1) Product: [N:24]1([CH2:23][CH2:22][CH2:21][O:20][C:17]2[CH:16]=[CH:15][C:14]([C:11]3([NH2:10])[CH2:12][CH2:13]3)=[CH:19][CH:18]=2)[CH2:25][CH2:26][CH2:27][CH2:28][CH2:29]1. The catalyst class is: 29. Reactant: C(OC(=O)[NH:10][C:11]1([C:14]2[CH:19]=[CH:18][C:17]([O:20][CH2:21][CH2:22][CH2:23][N:24]3[CH2:29][CH2:28][CH2:27][CH2:26][CH2:25]3)=[CH:16][CH:15]=2)[CH2:13][CH2:12]1)C1C=CC=CC=1. (2) Reactant: [Cl:1][C:2]1[CH:21]=[CH:20][C:5]2[S:6][CH:7]=[C:8]([CH2:9][N:10]3[C:14]4[CH:15]=[CH:16][CH:17]=[CH:18][C:13]=4[NH:12][C:11]3=[O:19])[C:4]=2[CH:3]=1.[C:22]([O:26][CH2:27][CH3:28])(=[O:25])[CH:23]=[CH2:24].[OH-].C([N+](C)(C)C)C1C=CC=CC=1. Product: [CH2:27]([O:26][C:22](=[O:25])[CH2:23][CH2:24][N:12]1[C:13]2[CH:18]=[CH:17][CH:16]=[CH:15][C:14]=2[N:10]([CH2:9][C:8]2[C:4]3[CH:3]=[C:2]([Cl:1])[CH:21]=[CH:20][C:5]=3[S:6][CH:7]=2)[C:11]1=[O:19])[CH3:28]. The catalyst class is: 39. (3) Reactant: [CH2:1]1[C:5]2[CH:6]=[CH:7][C:8]([NH:10][CH:11]=O)=[CH:9][C:4]=2[CH2:3][O:2]1.[H-].[H-].[H-].[H-].[Li+].[Al+3]. The catalyst class is: 249. Product: [CH3:11][NH:10][C:8]1[CH:7]=[CH:6][C:5]2[CH2:1][O:2][CH2:3][C:4]=2[CH:9]=1. (4) Reactant: C(=O)([O-])O.[Na+].Cl.[NH2:7][OH:8].[F:9][C:10]([F:30])([F:29])[C:11]1[CH:16]=[CH:15][C:14]([C:17]([F:20])([F:19])[F:18])=[CH:13][C:12]=1[C:21]1[CH:26]=[CH:25][N:24]=[C:23]([C:27]#[N:28])[CH:22]=1. Product: [F:30][C:10]([F:29])([F:9])[C:11]1[CH:16]=[CH:15][C:14]([C:17]([F:18])([F:19])[F:20])=[CH:13][C:12]=1[C:21]1[CH:26]=[CH:25][N:24]=[C:23]([C:27](=[N:7][OH:8])[NH2:28])[CH:22]=1. The catalyst class is: 8. (5) The catalyst class is: 1. Product: [Br:1][C:2]1[CH:20]=[N:19][C:5]2[N:6]([CH3:18])[C:7](=[O:17])[N:8]([CH2:11][CH2:12][CH2:13][OH:14])[C:9](=[O:10])[C:4]=2[CH:3]=1. Reactant: [Br:1][C:2]1[CH:20]=[N:19][C:5]2[N:6]([CH3:18])[C:7](=[O:17])[N:8]([CH2:11][CH2:12][C:13](OC)=[O:14])[C:9](=[O:10])[C:4]=2[CH:3]=1.[H-].C([Al+]CC(C)C)C(C)C. (6) Reactant: [CH3:1][NH:2][CH:3]([CH3:7])[CH2:4][CH2:5][OH:6].C(N(CC)CC)C.[C:23](O[C:23]([O:25][C:26]([CH3:29])([CH3:28])[CH3:27])=[O:24])([O:25][C:26]([CH3:29])([CH3:28])[CH3:27])=[O:24]. Product: [C:26]([O:25][C:23](=[O:24])[N:2]([CH:3]([CH3:7])[CH2:4][CH2:5][OH:6])[CH3:1])([CH3:27])([CH3:28])[CH3:29]. The catalyst class is: 4. (7) Reactant: C[O:2][C:3](=O)[C:4]1[CH:9]=[C:8]([CH2:10][O:11][CH3:12])[CH:7]=[CH:6][C:5]=1[CH2:13][N:14]1[CH:19]([C:20]2[C:25]([CH3:26])=[CH:24][CH:23]=[CH:22][N:21]=2)[CH2:18][CH2:17][CH2:16][CH:15]1[C:27]1[C:32]([CH3:33])=[CH:31][CH:30]=[CH:29][N:28]=1.[Li+].[BH4-]. Product: [CH3:26][C:25]1[C:20]([CH:19]2[CH2:18][CH2:17][CH2:16][CH:15]([C:27]3[C:32]([CH3:33])=[CH:31][CH:30]=[CH:29][N:28]=3)[N:14]2[CH2:13][C:5]2[CH:6]=[CH:7][C:8]([CH2:10][O:11][CH3:12])=[CH:9][C:4]=2[CH2:3][OH:2])=[N:21][CH:22]=[CH:23][CH:24]=1. The catalyst class is: 464. (8) Reactant: [CH:1]([C:3]1[C:4]([CH3:20])=[C:5]([NH:9][C:10](=[O:19])[O:11][CH2:12][C:13]2[CH:18]=[CH:17][CH:16]=[CH:15][CH:14]=2)[CH:6]=[CH:7][CH:8]=1)=O.[N+:21]([CH2:24][CH3:25])([O-:23])=[O:22].C([O-])(=O)C.[NH4+]. Product: [CH3:20][C:4]1[C:3](/[CH:1]=[C:24](/[N+:21]([O-:23])=[O:22])\[CH3:25])=[CH:8][CH:7]=[CH:6][C:5]=1[NH:9][C:10](=[O:19])[O:11][CH2:12][C:13]1[CH:18]=[CH:17][CH:16]=[CH:15][CH:14]=1. The catalyst class is: 15.